From a dataset of Full USPTO retrosynthesis dataset with 1.9M reactions from patents (1976-2016). Predict the reactants needed to synthesize the given product. Given the product [OH:3][CH2:2][CH2:1][O:4][CH2:17][C:16]1[CH:8]=[CH:7][C:6]([C:5]#[N:13])=[CH:19][CH:15]=1, predict the reactants needed to synthesize it. The reactants are: [CH2:1]([OH:4])[CH2:2][OH:3].[CH2:5](Br)[C:6]1C=CC=[CH:8][CH:7]=1.[NH4+:13].[Cl-].[CH2:15]1[CH2:19]O[CH2:17][CH2:16]1.